Dataset: Catalyst prediction with 721,799 reactions and 888 catalyst types from USPTO. Task: Predict which catalyst facilitates the given reaction. (1) Reactant: [C:1](/[C:4](/[C:10](=O)[C:11]([F:14])([F:13])[F:12])=[CH:5]\[NH:6][C:7]([NH2:9])=O)(=[O:3])[CH3:2].O=P(Cl)(Cl)[Cl:18]. Product: [Cl:18][C:7]1[N:9]=[C:10]([C:11]([F:14])([F:13])[F:12])[C:4]([C:1](=[O:3])[CH3:2])=[CH:5][N:6]=1. The catalyst class is: 6. (2) Reactant: [CH3:1][N:2]1[C:10]2[C:5](=[CH:6][CH:7]=[CH:8][CH:9]=2)[CH:4]=[C:3]1[CH2:11][NH:12][CH3:13].C(N(CC)CC)C.[C:21](Cl)(=[O:24])[CH:22]=[CH2:23]. Product: [CH3:13][N:12]([CH2:11][C:3]1[N:2]([CH3:1])[C:10]2[C:5]([CH:4]=1)=[CH:6][CH:7]=[CH:8][CH:9]=2)[C:21](=[O:24])[CH:22]=[CH2:23]. The catalyst class is: 2. (3) Reactant: [NH2:1][C@@H:2]([CH2:22][C:23]1[CH:28]=[CH:27][C:26]([C:29]2[CH:34]=[CH:33][CH:32]=[CH:31][N:30]=2)=[CH:25][CH:24]=1)[C@@H:3]([OH:21])[CH2:4][C@@H:5]([NH:13][C:14](=[O:20])[O:15][C:16]([CH3:19])([CH3:18])[CH3:17])[CH2:6][C:7]1[CH:12]=[CH:11][CH:10]=[CH:9][CH:8]=1.[CH3:35][O:36][C:37]([NH:39][C@@H:40]([C:44]([CH3:47])([CH3:46])[CH3:45])[C:41](O)=[O:42])=[O:38].CCOP(ON1N=NC2C=CC=CC=2C1=O)(OCC)=O.C(N(CC)C(C)C)(C)C. Product: [CH2:6]([C@H:5]([NH:13][C:14](=[O:20])[O:15][C:16]([CH3:17])([CH3:18])[CH3:19])[CH2:4][C@H:3]([OH:21])[C@@H:2]([NH:1][C:41](=[O:42])[C@@H:40]([NH:39][C:37]([O:36][CH3:35])=[O:38])[C:44]([CH3:47])([CH3:46])[CH3:45])[CH2:22][C:23]1[CH:28]=[CH:27][C:26]([C:29]2[CH:34]=[CH:33][CH:32]=[CH:31][N:30]=2)=[CH:25][CH:24]=1)[C:7]1[CH:8]=[CH:9][CH:10]=[CH:11][CH:12]=1. The catalyst class is: 1. (4) Reactant: [Cl:1][C:2]1[N:7]=[C:6](Cl)[CH:5]=[CH:4][N:3]=1.[NH:9]1[C:17]2[C:12](=[CH:13][C:14]([NH:18][CH3:19])=[CH:15][CH:16]=2)[CH:11]=[N:10]1. Product: [Cl:1][C:2]1[N:7]=[C:6]([N:18]([CH3:19])[C:14]2[CH:13]=[C:12]3[C:17](=[CH:16][CH:15]=2)[NH:9][N:10]=[CH:11]3)[CH:5]=[CH:4][N:3]=1. The catalyst class is: 14. (5) Reactant: [CH:1](NC(C)C)(C)C.[Li]CCCC.[Cl:13][C:14]1[CH:15]=[C:16]([C:20]2[O:24][N:23]=[C:22]([C@H:25]([O:27][C:28]3[N:29]([CH3:39])[C:30]([C:33]4[CH:38]=[CH:37][N:36]=[CH:35][CH:34]=4)=[N:31][N:32]=3)[CH3:26])[N:21]=2)[CH:17]=[CH:18][CH:19]=1.CI.[NH4+].[Cl-]. Product: [Cl:13][C:14]1[CH:15]=[C:16]([C:20]2[O:24][N:23]=[C:22]([C:25]([CH3:1])([O:27][C:28]3[N:29]([CH3:39])[C:30]([C:33]4[CH:34]=[CH:35][N:36]=[CH:37][CH:38]=4)=[N:31][N:32]=3)[CH3:26])[N:21]=2)[CH:17]=[CH:18][CH:19]=1. The catalyst class is: 1. (6) Reactant: [OH:1][C:2]1[CH:7]=[CH:6][CH:5]=[CH:4][C:3]=1[CH2:8][CH2:9][NH2:10].C(=O)(O)[O-].[Na+].Cl[C:17]([O:19][CH2:20][C:21]1[CH:26]=[CH:25][CH:24]=[CH:23][CH:22]=1)=[O:18]. Product: [CH2:20]([O:19][C:17]([NH:10][CH2:9][CH2:8][C:3]1[CH:4]=[CH:5][CH:6]=[CH:7][C:2]=1[OH:1])=[O:18])[C:21]1[CH:26]=[CH:25][CH:24]=[CH:23][CH:22]=1. The catalyst class is: 34. (7) Reactant: [F-].C([N+](CCCC)(CCCC)CCCC)CCC.C([Si](C(C)C)(C(C)C)[N:23]1[CH:27]=[CH:26][C:25]([CH:28]2[N:33]3[CH:34]=[N:35][CH:36]=[C:32]3[CH2:31][CH2:30][CH2:29]2)=[CH:24]1)(C)C.O. Product: [NH:23]1[CH:27]=[CH:26][C:25]([CH:28]2[N:33]3[CH:34]=[N:35][CH:36]=[C:32]3[CH2:31][CH2:30][CH2:29]2)=[CH:24]1. The catalyst class is: 7. (8) Reactant: [Br:1][C:2]1[CH:3]=[C:4]([S:9](Cl)(=[O:11])=[O:10])[CH:5]=[CH:6][C:7]=1[F:8].[NH:13]1[CH2:18][CH2:17][O:16][CH2:15][CH2:14]1. Product: [Br:1][C:2]1[CH:3]=[C:4]([S:9]([N:13]2[CH2:18][CH2:17][O:16][CH2:15][CH2:14]2)(=[O:11])=[O:10])[CH:5]=[CH:6][C:7]=1[F:8]. The catalyst class is: 7. (9) Reactant: [C:1]([C:3]1[CH:8]=[CH:7][CH:6]=[CH:5][N:4]=1)#[CH:2].[Li]CCCC.Cl[C:15]([O:17][CH2:18][CH3:19])=[O:16]. Product: [CH2:18]([O:17][C:15](=[O:16])[C:2]#[C:1][C:3]1[CH:8]=[CH:7][CH:6]=[CH:5][N:4]=1)[CH3:19]. The catalyst class is: 1. (10) Reactant: Br[CH2:2][CH2:3][CH2:4][C:5]([O:7][CH2:8][CH3:9])=[O:6].C(=O)([O-])[O-].[K+].[K+].[Cl:16][C:17]1[CH:18]=[C:19]([C:27]2[O:31][N:30]=[C:29]([C:32]3[CH:33]=[CH:34][C:35]([OH:41])=[C:36]4[C:40]=3[O:39][CH:38]=[CH:37]4)[N:28]=2)[CH:20]=[CH:21][C:22]=1[O:23][CH:24]([CH3:26])[CH3:25].O. Product: [Cl:16][C:17]1[CH:18]=[C:19]([C:27]2[O:31][N:30]=[C:29]([C:32]3[C:40]4[O:39][CH:38]=[CH:37][C:36]=4[C:35]([O:41][CH2:2][CH2:3][CH2:4][C:5]([O:7][CH2:8][CH3:9])=[O:6])=[CH:34][CH:33]=3)[N:28]=2)[CH:20]=[CH:21][C:22]=1[O:23][CH:24]([CH3:26])[CH3:25]. The catalyst class is: 121.